This data is from Forward reaction prediction with 1.9M reactions from USPTO patents (1976-2016). The task is: Predict the product of the given reaction. (1) Given the reactants [CH2:1]([O:3][C:4]([C:6]1[NH:7][N:8]=[C:9]([C:11]2[CH:16]=[CH:15][CH:14]=[CH:13][CH:12]=2)[CH:10]=1)=[O:5])[CH3:2].I[CH2:18][CH3:19].[H-].[Li+], predict the reaction product. The product is: [CH2:1]([O:3][C:4]([C:6]1[N:7]([CH2:18][CH3:19])[N:8]=[C:9]([C:11]2[CH:16]=[CH:15][CH:14]=[CH:13][CH:12]=2)[CH:10]=1)=[O:5])[CH3:2]. (2) Given the reactants Cl.[CH3:2][NH:3][OH:4].CO[Na].[Br:8][C:9]1[CH:28]=[CH:27][C:12]2[O:13]C[CH:15](C3C=CC=CC=3)[CH2:16][C:17](=[N:18][C:19]#[N:20])[C:11]=2[CH:10]=1, predict the reaction product. The product is: [Br:8][C:9]1[CH:10]=[C:11]2[C:17]3([O:4][N:3]([CH3:2])[C:19]([NH2:20])=[N:18]3)[CH2:16][CH2:15][O:13][C:12]2=[CH:27][CH:28]=1.